Dataset: Full USPTO retrosynthesis dataset with 1.9M reactions from patents (1976-2016). Task: Predict the reactants needed to synthesize the given product. (1) Given the product [CH2:30]([NH:29][C:28]([N:27]=[S:25]([C:22]1[CH:21]=[CH:20][C:19]([NH:18][C:2]2[N:7]=[C:6]([NH:8][C@H:9]([CH3:12])[CH2:10][OH:11])[C:5]([C:13]3[S:14][CH:15]=[CH:16][CH:17]=3)=[CH:4][N:3]=2)=[CH:24][CH:23]=1)([CH3:33])=[O:26])=[O:32])[CH3:31], predict the reactants needed to synthesize it. The reactants are: Cl[C:2]1[N:7]=[C:6]([NH:8][C@H:9]([CH3:12])[CH2:10][OH:11])[C:5]([C:13]2[S:14][CH:15]=[CH:16][CH:17]=2)=[CH:4][N:3]=1.[NH2:18][C:19]1[CH:24]=[CH:23][C:22]([S:25]([CH3:33])(=[N:27][C:28](=[O:32])[NH:29][CH2:30][CH3:31])=[O:26])=[CH:21][CH:20]=1. (2) Given the product [CH3:1][N:2]1[CH:6]=[C:5]([C:7]2[CH:8]=[C:9]3[C:15]([C:16]4[N:21]=[C:20]([N:22]5[CH2:23][CH2:24][N:25]([C:28]([O:30][C:31]([CH3:34])([CH3:33])[CH3:32])=[O:29])[CH2:26][CH2:27]5)[CH:19]=[N:18][CH:17]=4)=[CH:14][NH:13][C:10]3=[N:11][CH:12]=2)[CH:4]=[N:3]1, predict the reactants needed to synthesize it. The reactants are: [CH3:1][N:2]1[CH:6]=[C:5]([C:7]2[CH:8]=[C:9]3[C:15]([C:16]4[N:21]=[C:20]([N:22]5[CH2:27][CH2:26][N:25]([C:28]([O:30][C:31]([CH3:34])([CH3:33])[CH3:32])=[O:29])[CH2:24][CH2:23]5)[CH:19]=[N:18][CH:17]=4)=[CH:14][N:13](S(C4C=CC=CC=4)(=O)=O)[C:10]3=[N:11][CH:12]=2)[CH:4]=[N:3]1.C(=O)([O-])[O-].[K+].[K+]. (3) Given the product [F:1][C:2]1[CH:3]=[CH:4][C:5]([OH:11])=[C:6]([C:13]2[CH:18]=[CH:17][N:16]=[C:15]([C:19]([F:22])([F:21])[F:20])[CH:14]=2)[CH:7]=1, predict the reactants needed to synthesize it. The reactants are: [F:1][C:2]1[CH:3]=[CH:4][C:5]([OH:11])=[C:6](B(O)O)[CH:7]=1.I[C:13]1[CH:18]=[CH:17][N:16]=[C:15]([C:19]([F:22])([F:21])[F:20])[CH:14]=1. (4) The reactants are: Br[C:2]1[CH:3]=[C:4]([NH:10][C:11]2[CH:16]=[CH:15][C:14]([C:17]([N:19]3[CH2:24][CH2:23][O:22][CH2:21][C@@H:20]3[CH3:25])=[O:18])=[CH:13][N:12]=2)[C:5](=[O:9])[N:6]([CH3:8])[CH:7]=1.[B:26]1(B2OC(C)(C)C(C)(C)O2)[O:30]C(C)(C)C(C)(C)[O:27]1.CC(C1C=C(C(C)C)C(C2C=CC=CC=2P(C2CCCCC2)C2CCCCC2)=C(C(C)C)C=1)C.C([O-])(=O)C.[K+]. Given the product [CH3:8][N:6]1[C:5](=[O:9])[C:4]([NH:10][C:11]2[CH:16]=[CH:15][C:14]([C:17]([N:19]3[CH2:24][CH2:23][O:22][CH2:21][C@@H:20]3[CH3:25])=[O:18])=[CH:13][N:12]=2)=[CH:3][C:2]([B:26]([OH:30])[OH:27])=[CH:7]1, predict the reactants needed to synthesize it. (5) Given the product [CH3:1][S:2]([C:5]1[CH:25]=[CH:24][C:8]([O:9][C:10]2[C:15]3[CH2:16][C:17]([CH3:20])([CH3:19])[O:18][C:14]=3[CH:13]=[C:12]([C:21]([Cl:27])=[O:22])[CH:11]=2)=[CH:7][CH:6]=1)(=[O:4])=[O:3], predict the reactants needed to synthesize it. The reactants are: [CH3:1][S:2]([C:5]1[CH:25]=[CH:24][C:8]([O:9][C:10]2[C:15]3[CH2:16][C:17]([CH3:20])([CH3:19])[O:18][C:14]=3[CH:13]=[C:12]([C:21](O)=[O:22])[CH:11]=2)=[CH:7][CH:6]=1)(=[O:4])=[O:3].C(Cl)[Cl:27]. (6) Given the product [C:1]([O:4][CH:5]([CH2:19][O:20][C:21](=[O:23])[CH3:22])[CH2:6][O:7][CH2:8][CH2:9][CH2:10][CH2:11][CH2:12][CH2:13][CH2:14][CH2:15][CH2:16][CH2:17][OH:24])(=[O:3])[CH3:2], predict the reactants needed to synthesize it. The reactants are: [C:1]([O:4][CH:5]([CH2:19][O:20][C:21](=[O:23])[CH3:22])[CH2:6][O:7][CH2:8][CH2:9][CH2:10][CH2:11][CH2:12][CH2:13][CH2:14][CH2:15][CH2:16][CH:17]=C)(=[O:3])[CH3:2].[O:24]=[O+][O-].O=O.[BH4-].[Na+]. (7) The reactants are: [Cl:1][C:2]1[C:3]([N:16]2[CH2:21][CH2:20][CH:19]([C:22]([O:24][CH3:25])=[O:23])[CH2:18][CH2:17]2)=[N:4][C:5](Cl)=[C:6]([C:8]2[O:9][C:10]([CH2:13][CH3:14])=[CH:11][N:12]=2)[CH:7]=1.[N-:26]=[N+:27]=[N-:28].[Na+].CCOC(C)=O. Given the product [N:26]([C:5]1[N:4]=[C:3]([N:16]2[CH2:21][CH2:20][CH:19]([C:22]([O:24][CH3:25])=[O:23])[CH2:18][CH2:17]2)[C:2]([Cl:1])=[CH:7][C:6]=1[C:8]1[O:9][C:10]([CH2:13][CH3:14])=[CH:11][N:12]=1)=[N+:27]=[N-:28], predict the reactants needed to synthesize it.